This data is from NCI-60 drug combinations with 297,098 pairs across 59 cell lines. The task is: Regression. Given two drug SMILES strings and cell line genomic features, predict the synergy score measuring deviation from expected non-interaction effect. (1) Drug 1: C1=C(C(=O)NC(=O)N1)F. Drug 2: CC1=C(C(CCC1)(C)C)C=CC(=CC=CC(=CC(=O)O)C)C. Cell line: HOP-92. Synergy scores: CSS=33.9, Synergy_ZIP=7.16, Synergy_Bliss=5.80, Synergy_Loewe=10.8, Synergy_HSA=11.6. (2) Drug 1: CCCCC(=O)OCC(=O)C1(CC(C2=C(C1)C(=C3C(=C2O)C(=O)C4=C(C3=O)C=CC=C4OC)O)OC5CC(C(C(O5)C)O)NC(=O)C(F)(F)F)O. Drug 2: CCC1(C2=C(COC1=O)C(=O)N3CC4=CC5=C(C=CC(=C5CN(C)C)O)N=C4C3=C2)O.Cl. Cell line: UACC-257. Synergy scores: CSS=17.6, Synergy_ZIP=-14.2, Synergy_Bliss=-14.7, Synergy_Loewe=-13.7, Synergy_HSA=-11.6. (3) Drug 1: CC(C1=C(C=CC(=C1Cl)F)Cl)OC2=C(N=CC(=C2)C3=CN(N=C3)C4CCNCC4)N. Drug 2: C1=CC(=CC=C1CC(C(=O)O)N)N(CCCl)CCCl.Cl. Synergy scores: CSS=32.8, Synergy_ZIP=-6.23, Synergy_Bliss=-0.354, Synergy_Loewe=-0.353, Synergy_HSA=0.407. Cell line: NCIH23. (4) Drug 1: C1CC(C1)(C(=O)O)C(=O)O.[NH2-].[NH2-].[Pt+2]. Drug 2: CC(C)(C#N)C1=CC=C(C=C1)N2C3=C4C=C(C=CC4=NC=C3N(C2=O)C)C5=CC6=CC=CC=C6N=C5. Cell line: HT29. Synergy scores: CSS=53.4, Synergy_ZIP=10.3, Synergy_Bliss=10.6, Synergy_Loewe=5.07, Synergy_HSA=13.6. (5) Drug 1: CC1=C(C(=O)C2=C(C1=O)N3CC4C(C3(C2COC(=O)N)OC)N4)N. Drug 2: B(C(CC(C)C)NC(=O)C(CC1=CC=CC=C1)NC(=O)C2=NC=CN=C2)(O)O. Cell line: ACHN. Synergy scores: CSS=82.6, Synergy_ZIP=0.240, Synergy_Bliss=0.735, Synergy_Loewe=-3.98, Synergy_HSA=0.405. (6) Drug 1: C1CC(=O)NC(=O)C1N2CC3=C(C2=O)C=CC=C3N. Drug 2: CCC1=C2CN3C(=CC4=C(C3=O)COC(=O)C4(CC)O)C2=NC5=C1C=C(C=C5)O. Cell line: SF-268. Synergy scores: CSS=36.5, Synergy_ZIP=-0.147, Synergy_Bliss=-1.75, Synergy_Loewe=-40.1, Synergy_HSA=-2.03.